This data is from Forward reaction prediction with 1.9M reactions from USPTO patents (1976-2016). The task is: Predict the product of the given reaction. (1) Given the reactants [NH2:1][CH2:2][C:3]1[C:4]([NH:19][C@H:20]([C:22]2[CH:27]=[CH:26][C:25]([F:28])=[CH:24][CH:23]=2)[CH3:21])=[N:5][C:6]([NH:10][C:11]2[CH:15]=[C:14]([CH:16]3[CH2:18][CH2:17]3)[NH:13][N:12]=2)=[C:7]([F:9])[CH:8]=1.C(OC([NH:36][C@@H:37]([CH:41]([CH3:43])[CH3:42])[C:38](O)=[O:39])=O)(C)(C)C.CN(C(ON1N=NC2C=CC=CC1=2)=[N+](C)C)C.F[P-](F)(F)(F)(F)F.CCOCC, predict the reaction product. The product is: [NH2:36][C@@H:37]([CH:41]([CH3:43])[CH3:42])[C:38]([NH:1][CH2:2][C:3]1[C:4]([NH:19][C@H:20]([C:22]2[CH:23]=[CH:24][C:25]([F:28])=[CH:26][CH:27]=2)[CH3:21])=[N:5][C:6]([NH:10][C:11]2[CH:15]=[C:14]([CH:16]3[CH2:18][CH2:17]3)[NH:13][N:12]=2)=[C:7]([F:9])[CH:8]=1)=[O:39]. (2) Given the reactants C(O[C:6](=O)[N:7]([CH:9]([C:11](=[O:43])[NH:12][CH:13]([C:17]([N:19]1[CH2:23][CH2:22][CH:21]2[N:24]([C:37]3[N:42]=[CH:41][CH:40]=[CH:39][N:38]=3)[CH2:25][CH:26]([C:27]3[C:35]4[C:30](=[CH:31][C:32]([F:36])=[CH:33][CH:34]=4)[NH:29][CH:28]=3)[CH:20]12)=[O:18])[CH:14]([CH3:16])[CH3:15])[CH3:10])C)(C)(C)C.C(O)(C(F)(F)F)=O, predict the reaction product. The product is: [F:36][C:32]1[CH:31]=[C:30]2[C:35]([C:27]([CH:26]3[CH:20]4[N:19]([C:17]([CH:13]([NH:12][C:11](=[O:43])[CH:9]([NH:7][CH3:6])[CH3:10])[CH:14]([CH3:15])[CH3:16])=[O:18])[CH2:23][CH2:22][CH:21]4[N:24]([C:37]4[N:42]=[CH:41][CH:40]=[CH:39][N:38]=4)[CH2:25]3)=[CH:28][NH:29]2)=[CH:34][CH:33]=1. (3) Given the reactants [C:1]([CH2:4][C:5](=[O:7])[CH3:6])(=O)[CH3:2].[F:8][C:9]([F:18])([F:17])[C:10]1[CH:11]=[C:12]([CH:14]=[CH:15][CH:16]=1)[NH2:13].C1(C)C=CC(S(O)(=O)=O)=CC=1, predict the reaction product. The product is: [F:8][C:9]([F:17])([F:18])[C:10]1[CH:11]=[C:12]([NH:13][CH2:6][C:5](=[O:7])[CH:4]=[CH:1][CH3:2])[CH:14]=[CH:15][CH:16]=1. (4) Given the reactants S(O[CH2:6][CH2:7][CH2:8][C:9]1[CH:14]=[CH:13][C:12]([O:15][CH3:16])=[CH:11][CH:10]=1)(=O)(=O)C.C(=O)([O-])[O-].[Na+].[Na+].[I-].[Na+].[N+:25]([C:28]1[CH:41]=[CH:40][C:31]([C:32]([O:34][C@H:35]2[CH2:39][CH2:38][NH:37][CH2:36]2)=[O:33])=[CH:30][CH:29]=1)([O-:27])=[O:26], predict the reaction product. The product is: [N+:25]([C:28]1[CH:41]=[CH:40][C:31]([C:32]([O:34][C@H:35]2[CH2:39][CH2:38][N:37]([CH2:6][CH2:7][CH2:8][C:9]3[CH:14]=[CH:13][C:12]([O:15][CH3:16])=[CH:11][CH:10]=3)[CH2:36]2)=[O:33])=[CH:30][CH:29]=1)([O-:27])=[O:26]. (5) Given the reactants Cl.N([O-])=O.[Na+].[I-:6].[K+].S([O-])(O)=O.[Na+].N[C:14]1[CH:15]=[C:16]([CH:23]=[CH:24][C:25]=1[F:26])[C:17]([N:19]([O:21][CH3:22])[CH3:20])=[O:18], predict the reaction product. The product is: [F:26][C:25]1[CH:24]=[CH:23][C:16]([C:17]([N:19]([O:21][CH3:22])[CH3:20])=[O:18])=[CH:15][C:14]=1[I:6]. (6) Given the reactants C([O-])([O-])=O.[K+].[K+].CN(C=O)C.[Br:12][C:13]1[CH:14]=[C:15]([CH:17]=[CH:18][CH:19]=1)[NH2:16].[F:20][C:21]1[CH:28]=[CH:27][C:24]([CH2:25]Br)=[CH:23][CH:22]=1, predict the reaction product. The product is: [Br:12][C:13]1[CH:14]=[C:15]([CH:17]=[CH:18][CH:19]=1)[NH:16][CH2:25][C:24]1[CH:27]=[CH:28][C:21]([F:20])=[CH:22][CH:23]=1. (7) Given the reactants S(O)(O)(=O)=O.[CH2:6]([N:10]([CH2:47][CH2:48][NH:49][CH2:50][CH2:51][C:52]1[C:57]2[O:58][CH2:59][C:60](=[O:62])[NH:61][C:56]=2[C:55]([OH:63])=[CH:54][CH:53]=1)[C:11](=[O:46])[CH2:12][CH2:13][O:14][CH2:15][CH2:16][C:17]1[CH:22]=[CH:21][CH:20]=[C:19]([CH2:23][CH2:24][N:25]2[CH2:45][CH2:44][C:28]3([O:33][CH2:32][CH2:31][N:30]([C:34]([C:36]4[N:37]=[C:38]([CH:41]([CH3:43])[CH3:42])[S:39][CH:40]=4)=[O:35])[CH2:29]3)[CH2:27][CH2:26]2)[CH:18]=1)[CH2:7][CH2:8][CH3:9], predict the reaction product. The product is: [CH2:6]([N:10]([CH2:47][CH2:48][NH:49][CH2:50][CH2:51][C:52]1[C:57]2[O:58][CH2:59][C:60](=[O:62])[NH:61][C:56]=2[C:55]([OH:63])=[CH:54][CH:53]=1)[C:11](=[O:46])[CH2:12][CH2:13][O:14][CH2:15][CH2:16][C:17]1[CH:22]=[CH:21][CH:20]=[C:19]([CH2:23][CH2:24][N:25]2[CH2:45][CH2:44][C:28]3([O:33][CH2:32][CH2:31][N:30]([C:34]([C:36]4[N:37]=[C:38]([CH:41]([CH3:42])[CH3:43])[S:39][CH:40]=4)=[O:35])[CH2:29]3)[CH2:27][CH2:26]2)[CH:18]=1)[CH2:7][CH2:8][CH3:9]. (8) Given the reactants [CH:1](=O)[CH2:2][CH3:3].S(=O)(=O)(O)O.[CH3:10][C:11]1[CH:16]=[C:15]([CH3:17])[CH:14]=[CH:13][C:12]=1[C:18]1[C:19]2[N:20]([C:24]([NH2:29])=[C:25]([CH2:27][CH3:28])[N:26]=2)[N:21]=[CH:22][CH:23]=1.[BH4-].[Na+].[OH-].[Na+].O1C[CH2:37][CH2:36][CH2:35]1, predict the reaction product. The product is: [CH3:10][C:11]1[CH:16]=[C:15]([CH3:17])[CH:14]=[CH:13][C:12]=1[C:18]1[C:19]2[N:20]([C:24]([N:29]([CH2:35][CH2:36][CH3:37])[CH2:1][CH2:2][CH3:3])=[C:25]([CH2:27][CH3:28])[N:26]=2)[N:21]=[CH:22][CH:23]=1. (9) Given the reactants [F:1][C:2]1[CH:7]=[C:6]([CH3:8])[CH:5]=[C:4]([F:9])[C:3]=1[C:10]1[N:15]=[C:14]([C:16]([O-:18])=[O:17])[CH:13]=[CH:12][C:11]=1[F:19].[Li+].[OH-], predict the reaction product. The product is: [F:1][C:2]1[CH:7]=[C:6]([CH3:8])[CH:5]=[C:4]([F:9])[C:3]=1[C:10]1[N:15]=[C:14]([C:16]([OH:18])=[O:17])[CH:13]=[CH:12][C:11]=1[F:19]. (10) Given the reactants [F:1][C:2]1[CH:7]=[C:6]([N:8]2[CH2:13][CH2:12][CH:11]([N:14]3[CH2:18][CH2:17][CH2:16][C@@H:15]3[CH3:19])[CH2:10]C2)[CH:5]=[CH:4][C:3]=1[NH2:20].[CH3:21][O:22][C:23]([C:25]1([CH2:31][CH:32]=O)[CH2:30][CH2:29][CH2:28][CH2:27][CH2:26]1)=[O:24].[BH-](OC(C)=O)(OC(C)=O)OC(C)=O.[Na+].CC(O)=O, predict the reaction product. The product is: [CH3:21][O:22][C:23]([C:25]1([CH2:31][CH2:32][NH:20][C:3]2[CH:4]=[CH:5][C:6]([N:8]3[CH2:13][CH2:12][C@@H:11]([N:14]4[CH2:18][CH2:17][CH2:16][C@@H:15]4[CH3:19])[CH2:10]3)=[CH:7][C:2]=2[F:1])[CH2:30][CH2:29][CH2:28][CH2:27][CH2:26]1)=[O:24].